From a dataset of Forward reaction prediction with 1.9M reactions from USPTO patents (1976-2016). Predict the product of the given reaction. Given the reactants [N:1]1[CH:6]=[CH:5][CH:4]=[C:3]([CH2:7][OH:8])[N:2]=1.S(Cl)(Cl)=O.[CH:13]1([NH:16][C:17](=[O:35])[C:18]2[CH:23]=[CH:22][C:21]([CH3:24])=[C:20]([NH:25][C:26](=[O:34])[C:27]3[CH:32]=[CH:31][C:30](O)=[CH:29][CH:28]=3)[CH:19]=2)[CH2:15][CH2:14]1.C(=O)([O-])[O-].[Cs+].[Cs+].[I-], predict the reaction product. The product is: [CH:13]1([NH:16][C:17](=[O:35])[C:18]2[CH:23]=[CH:22][C:21]([CH3:24])=[C:20]([NH:25][C:26](=[O:34])[C:27]3[CH:28]=[CH:29][C:30]([O:8][CH2:7][C:3]4[N:2]=[N:1][CH:6]=[CH:5][CH:4]=4)=[CH:31][CH:32]=3)[CH:19]=2)[CH2:15][CH2:14]1.